Predict which catalyst facilitates the given reaction. From a dataset of Catalyst prediction with 721,799 reactions and 888 catalyst types from USPTO. (1) Reactant: [OH:1][N:2]1[C:6](=[O:7])[C:5]2=[CH:8][CH:9]=[CH:10][CH:11]=[C:4]2[C:3]1=[O:12].C1(P(C2C=CC=CC=2)C2C=CC=CC=2)C=CC=CC=1.[CH3:32][C:33]1([CH3:40])[O:37][C@H:36]([CH2:38][OH:39])[CH2:35][O:34]1.[CH3:41][C:42]1([CH3:49])[O:46][C@@H:45]([CH2:47]O)[CH2:44][O:43]1.N(C(OCC)=O)=NC(OCC)=O. Product: [CH3:32][C:33]1([CH3:40])[O:37][C@@H:36]([CH2:38][OH:39])[CH2:35][O:34]1.[CH3:41][C:42]1([CH3:49])[O:46][C@@H:45]([CH2:47][O:1][N:2]2[C:3](=[O:12])[C:4]3[C:5](=[CH:8][CH:9]=[CH:10][CH:11]=3)[C:6]2=[O:7])[CH2:44][O:43]1. The catalyst class is: 7. (2) Reactant: Cl[C:2]1[CH:15]=[CH:14][C:13]2[S:12][C:11]3[C:6](=[CH:7][CH:8]=[CH:9][CH:10]=3)[C:5](=[O:16])[C:4]=2[CH:3]=1.[C:17]1([SH:23])[CH:22]=[CH:21][CH:20]=[CH:19][CH:18]=1.[OH-].[K+].CN(C)C=O. Product: [C:17]1([S:23][C:2]2[CH:15]=[CH:14][C:13]3[S:12][C:11]4[C:6](=[CH:7][CH:8]=[CH:9][CH:10]=4)[C:5](=[O:16])[C:4]=3[CH:3]=2)[CH:22]=[CH:21][CH:20]=[CH:19][CH:18]=1. The catalyst class is: 6. (3) The catalyst class is: 180. Product: [Br:1][C:2]1[N:7]=[CH:6][C:5]([O:8][C:9]2[CH:10]=[CH:11][C:12]([NH2:15])=[N:13][CH:14]=2)=[CH:4][CH:3]=1. Reactant: [Br:1][C:2]1[N:7]=[CH:6][C:5]([O:8][C:9]2[CH:10]=[CH:11][C:12]([N+:15]([O-])=O)=[N:13][CH:14]=2)=[CH:4][CH:3]=1.O. (4) The catalyst class is: 348. Product: [C:3]12([CH2:2][NH:1][C:15]3[C:14]([Cl:13])=[CH:26][C:18]([C:19]([NH:21][S:22]([CH3:25])(=[O:24])=[O:23])=[O:20])=[C:17]([F:27])[CH:16]=3)[CH2:12][CH:7]3[CH2:6][CH:5]([CH2:11][CH:9]([CH2:8]3)[CH2:10]1)[CH2:4]2. Reactant: [NH2:1][CH2:2][C:3]12[CH2:12][CH:7]3[CH2:8][CH:9]([CH2:11][CH:5]([CH2:6]3)[CH2:4]1)[CH2:10]2.[Cl:13][C:14]1[C:15](F)=[CH:16][C:17]([F:27])=[C:18]([CH:26]=1)[C:19]([NH:21][S:22]([CH3:25])(=[O:24])=[O:23])=[O:20].C(=O)([O-])[O-].[K+].[K+]. (5) Reactant: [Br:1][C:2]1[CH:3]=[CH:4]C(F)=[C:6]([CH:9]=1)C#N.[CH3:11][O:12][C:13]1[CH:20]=[CH:19][C:16]([CH2:17][NH2:18])=[CH:15][CH:14]=1.C([N:23]([CH2:26][CH3:27])CC)C. Product: [Br:1][C:2]1[CH:3]=[CH:4][C:27]([C:26]#[N:23])=[C:6]([NH:18][CH2:17][C:16]2[CH:19]=[CH:20][C:13]([O:12][CH3:11])=[CH:14][CH:15]=2)[CH:9]=1. The catalyst class is: 16. (6) Reactant: [CH:1]1([C:4]2[CH:5]=[C:6]([CH2:18][OH:19])[CH:7]=[C:8]([CH:15]3[CH2:17][CH2:16]3)[C:9]=2[O:10][C:11]([F:14])([F:13])[F:12])[CH2:3][CH2:2]1.CC(OI1(OC(C)=O)(OC(C)=O)OC(=O)C2C=CC=CC1=2)=O. Product: [CH:1]1([C:4]2[CH:5]=[C:6]([CH:7]=[C:8]([CH:15]3[CH2:17][CH2:16]3)[C:9]=2[O:10][C:11]([F:12])([F:13])[F:14])[CH:18]=[O:19])[CH2:2][CH2:3]1. The catalyst class is: 2. (7) Reactant: [I:1][C:2]1[CH:7]=[CH:6][CH:5]=[CH:4][C:3]=1[NH2:8].Cl[C:10](Cl)([O:12]C(=O)OC(Cl)(Cl)Cl)Cl.C(=O)(O)[O-].[Na+]. Product: [I:1][C:2]1[CH:7]=[CH:6][CH:5]=[CH:4][C:3]=1[N:8]=[C:10]=[O:12]. The catalyst class is: 4. (8) Reactant: O[CH2:2][C:3]1[CH:4]=[C:5]2[C:9](=[CH:10][CH:11]=1)[CH2:8][C@@H:7]([NH:12][S:13]([CH:16]([CH3:18])[CH3:17])(=[O:15])=[O:14])[CH2:6]2.S(Cl)(Cl)=O.[F:23][C:24]([F:42])([F:41])[C:25]1[C:29]2[CH2:30][N:31](C(OC(C)(C)C)=O)[CH2:32][CH2:33][C:28]=2[NH:27][N:26]=1.C(=O)([O-])[O-].[K+].[K+]. Product: [F:42][C:24]([F:23])([F:41])[C:25]1[C:29]2[CH2:30][NH:31][CH2:32][CH2:33][C:28]=2[N:27]([CH2:2][C:3]2[CH:4]=[C:5]3[C:9](=[CH:10][CH:11]=2)[CH2:8][C@@H:7]([NH:12][S:13]([CH:16]([CH3:18])[CH3:17])(=[O:15])=[O:14])[CH2:6]3)[N:26]=1. The catalyst class is: 2. (9) Reactant: [CH:1]([C:3]1[CH:26]=[CH:25][C:6]2[C:7]([CH2:10][CH2:11][CH:12]3[CH2:17][CH2:16][N:15]([C:18]([O:20][C:21]([CH3:24])([CH3:23])[CH3:22])=[O:19])[CH2:14][CH2:13]3)=[N:8][O:9][C:5]=2[C:4]=1[CH2:27][O:28][CH:29]1[CH2:34][CH2:33][CH2:32][CH2:31][O:30]1)=[O:2].CC(=CC)C.P([O-])(O)(O)=[O:41].[Na+].Cl([O-])=O.[Na+].[Cl-].[NH4+]. Product: [C:21]([O:20][C:18]([N:15]1[CH2:14][CH2:13][CH:12]([CH2:11][CH2:10][C:7]2[C:6]3[CH:25]=[CH:26][C:3]([C:1]([OH:41])=[O:2])=[C:4]([CH2:27][O:28][CH:29]4[CH2:34][CH2:33][CH2:32][CH2:31][O:30]4)[C:5]=3[O:9][N:8]=2)[CH2:17][CH2:16]1)=[O:19])([CH3:24])([CH3:23])[CH3:22]. The catalyst class is: 95. (10) Reactant: [NH2:1][C:2]1[CH:7]=[CH:6][C:5]([C:8]([C:10]2[CH:15]=[CH:14][N:13]=[CH:12][CH:11]=2)=[O:9])=[CH:4][CH:3]=1.[NH4+].[N:17]#[C:18][S-:19].BrBr. Product: [NH2:17][C:18]1[S:19][C:3]2[CH:4]=[C:5]([C:8]([C:10]3[CH:15]=[CH:14][N:13]=[CH:12][CH:11]=3)=[O:9])[CH:6]=[CH:7][C:2]=2[N:1]=1. The catalyst class is: 52.